This data is from Catalyst prediction with 721,799 reactions and 888 catalyst types from USPTO. The task is: Predict which catalyst facilitates the given reaction. Reactant: F[C:2]1[CH:7]=[CH:6][C:5]([Cl:8])=[CH:4][C:3]=1[N+:9]([O-:11])=[O:10].[NH2:12][CH2:13][CH2:14][CH2:15][OH:16]. Product: [Cl:8][C:5]1[CH:6]=[CH:7][C:2]([NH:12][CH2:13][CH2:14][CH2:15][OH:16])=[C:3]([N+:9]([O-:11])=[O:10])[CH:4]=1. The catalyst class is: 58.